This data is from Forward reaction prediction with 1.9M reactions from USPTO patents (1976-2016). The task is: Predict the product of the given reaction. The product is: [C:10]([C:9]1[C:8]([OH:12])=[C:7]([O:13][CH3:14])[CH:6]=[C:3]([C:4]#[N:5])[C:2]=1[C:21]1[CH:22]=[CH:23][C:18]([C:15]([OH:17])=[O:16])=[CH:19][CH:20]=1)#[N:11]. Given the reactants Br[C:2]1[C:9]([C:10]#[N:11])=[C:8]([OH:12])[C:7]([O:13][CH3:14])=[CH:6][C:3]=1[C:4]#[N:5].[C:15]([C:18]1[CH:23]=[CH:22][C:21](B(O)O)=[CH:20][CH:19]=1)([OH:17])=[O:16].C(=O)([O-])[O-].[Na+].[Na+].[OH-].[Na+], predict the reaction product.